The task is: Predict the reactants needed to synthesize the given product.. This data is from Full USPTO retrosynthesis dataset with 1.9M reactions from patents (1976-2016). (1) Given the product [Br:1][C:2]1[CH:3]=[CH:4][C:5]([OH:11])=[C:6]([F:10])[C:7]=1[CH:8]1[O:14][CH2:13][CH2:12][O:9]1, predict the reactants needed to synthesize it. The reactants are: [Br:1][C:2]1[C:7]([CH:8]=[O:9])=[C:6]([F:10])[C:5]([OH:11])=[CH:4][CH:3]=1.[CH2:12](O)[CH2:13][OH:14].C1(C)C=CC(S(O)(=O)=O)=CC=1.C(=O)(O)[O-].[Na+]. (2) Given the product [Br:25][C:26]1[S:30][C:6]([CH2:7][CH:8]([NH:10][C:11]([C:13]2[C:14]([CH:19]([F:21])[F:22])=[N:15][N:16]([CH3:18])[CH:17]=2)=[O:12])[CH3:9])=[C:5]([Cl:23])[CH:4]=1, predict the reactants needed to synthesize it. The reactants are: BrC1S[C:4](Cl)=[C:5]([Cl:23])[C:6]=1[CH2:7][CH:8]([NH:10][C:11]([C:13]1[C:14]([C:19]([F:22])([F:21])F)=[N:15][N:16]([CH3:18])[CH:17]=1)=[O:12])[CH3:9].[Br:25][C:26]1[S:30]C(Cl)=C(CC(NC(C2C(C(F)(F)F)=NN(C)C=2)=O)C)C=1Cl.ClC1SC(Cl)=C(Cl)C=1CC(NC(C1C(C(F)(F)F)=NN(C)C=1)=O)C. (3) Given the product [C:26]([NH:29][C:30](=[S:31])[NH:1][C:2]1[N:7]=[C:6]2[N:8]([CH2:20][CH3:21])[C:9]([C:11]([N:13]([CH:17]3[CH2:19][CH2:18]3)[CH:14]3[CH2:16][CH2:15]3)=[O:12])=[CH:10][C:5]2=[C:4]2[N:22]([CH3:25])[CH:23]=[N:24][C:3]=12)(=[O:28])[CH3:27], predict the reactants needed to synthesize it. The reactants are: [NH2:1][C:2]1[N:7]=[C:6]2[N:8]([CH2:20][CH3:21])[C:9]([C:11]([N:13]([CH:17]3[CH2:19][CH2:18]3)[CH:14]3[CH2:16][CH2:15]3)=[O:12])=[CH:10][C:5]2=[C:4]2[N:22]([CH3:25])[CH:23]=[N:24][C:3]=12.[C:26]([N:29]=[C:30]=[S:31])(=[O:28])[CH3:27]. (4) Given the product [C:1]([O:5][C:6](=[O:23])[NH:7][C@H:8]1[CH2:13][CH2:12][C@@H:11]([NH:14][C:15]2[C:20]([CH3:21])=[CH:19][N:18]=[C:17]([N:25]([CH3:26])[CH3:24])[N:16]=2)[CH2:10][CH2:9]1)([CH3:4])([CH3:3])[CH3:2], predict the reactants needed to synthesize it. The reactants are: [C:1]([O:5][C:6](=[O:23])[NH:7][C@H:8]1[CH2:13][CH2:12][C@@H:11]([NH:14][C:15]2[C:20]([CH3:21])=[CH:19][N:18]=[C:17](Cl)[N:16]=2)[CH2:10][CH2:9]1)([CH3:4])([CH3:3])[CH3:2].[CH3:24][NH:25][CH3:26].CCN(C(C)C)C(C)C. (5) Given the product [CH:1]1([O:5][C:6]2[C:15]([C:31]3[N:32]=[C:33]([N:36]4[CH2:39][CH:38]([OH:40])[CH2:37]4)[S:34][CH:35]=3)=[CH:14][CH:13]=[C:12]3[C:7]=2[CH2:8][CH2:9][C@H:10]([CH3:29])[N:11]3[C:25]([O:27][CH3:28])=[O:26])[CH2:4][CH2:3][CH2:2]1, predict the reactants needed to synthesize it. The reactants are: [CH:1]1([O:5][C:6]2[C:15](B3OC(C)(C)C(C)(C)O3)=[CH:14][CH:13]=[C:12]3[C:7]=2[CH2:8][CH2:9][C@H:10]([CH3:29])[N:11]3[C:25]([O:27][CH3:28])=[O:26])[CH2:4][CH2:3][CH2:2]1.Br[C:31]1[N:32]=[C:33]([N:36]2[CH2:39][CH:38]([OH:40])[CH2:37]2)[S:34][CH:35]=1.C(=O)([O-])[O-].[Na+].[Na+].